This data is from NCI-60 drug combinations with 297,098 pairs across 59 cell lines. The task is: Regression. Given two drug SMILES strings and cell line genomic features, predict the synergy score measuring deviation from expected non-interaction effect. (1) Drug 1: CC1=CC2C(CCC3(C2CCC3(C(=O)C)OC(=O)C)C)C4(C1=CC(=O)CC4)C. Drug 2: CC1=C(C(=O)C2=C(C1=O)N3CC4C(C3(C2COC(=O)N)OC)N4)N. Cell line: CAKI-1. Synergy scores: CSS=21.9, Synergy_ZIP=3.60, Synergy_Bliss=1.90, Synergy_Loewe=-33.5, Synergy_HSA=-1.30. (2) Drug 1: CCN(CC)CCCC(C)NC1=C2C=C(C=CC2=NC3=C1C=CC(=C3)Cl)OC. Drug 2: C(CCl)NC(=O)N(CCCl)N=O. Cell line: MALME-3M. Synergy scores: CSS=14.7, Synergy_ZIP=-1.12, Synergy_Bliss=3.74, Synergy_Loewe=-5.48, Synergy_HSA=-1.38. (3) Drug 1: CN(CC1=CN=C2C(=N1)C(=NC(=N2)N)N)C3=CC=C(C=C3)C(=O)NC(CCC(=O)O)C(=O)O. Drug 2: C(CCl)NC(=O)N(CCCl)N=O. Cell line: RPMI-8226. Synergy scores: CSS=54.1, Synergy_ZIP=-4.58, Synergy_Bliss=-4.93, Synergy_Loewe=-19.0, Synergy_HSA=-3.03. (4) Drug 1: CN1CCC(CC1)COC2=C(C=C3C(=C2)N=CN=C3NC4=C(C=C(C=C4)Br)F)OC. Drug 2: CC12CCC(CC1=CCC3C2CCC4(C3CC=C4C5=CN=CC=C5)C)O. Cell line: SF-539. Synergy scores: CSS=12.7, Synergy_ZIP=-2.02, Synergy_Bliss=3.19, Synergy_Loewe=2.12, Synergy_HSA=4.43.